From a dataset of Reaction yield outcomes from USPTO patents with 853,638 reactions. Predict the reaction yield, written as a fraction of the theoretical maximum amount of product (1.0 means a 100% yield; for example, 0.34 means a 34% yield). (1) The reactants are [Cl:1][C:2]1[CH:7]=[CH:6][C:5]([CH:8]([C:28]2[CH:33]=[CH:32][C:31]([Cl:34])=[CH:30][CH:29]=2)[N:9]2[CH2:13][CH2:12][C@@H:11]([NH:14][C:15](=[O:27])[C:16]3[CH:21]=[CH:20][C:19]([O:22][C:23]([F:26])([F:25])[F:24])=[CH:18][CH:17]=3)[CH2:10]2)=[CH:4][CH:3]=1.Cl. The catalyst is O.CO. The product is [ClH:1].[Cl:34][C:31]1[CH:30]=[CH:29][C:28]([CH:8]([C:5]2[CH:4]=[CH:3][C:2]([Cl:1])=[CH:7][CH:6]=2)[N:9]2[CH2:13][CH2:12][C@@H:11]([NH:14][C:15](=[O:27])[C:16]3[CH:17]=[CH:18][C:19]([O:22][C:23]([F:24])([F:25])[F:26])=[CH:20][CH:21]=3)[CH2:10]2)=[CH:33][CH:32]=1. The yield is 1.00. (2) The reactants are [CH2:1]=[CH:2][CH2:3][CH2:4][CH2:5][CH3:6].[SiH:7]([CH2:12][CH3:13])([CH2:10][CH3:11])[CH2:8][CH3:9]. The catalyst is N1C=CC=CC=1C1C(C2C=CC=CN=2)=CC=CN=1.C[Si](C[Fe]C[Si](C)(C)C)(C)C.C1(C)C=CC=CC=1. The product is [Si:7]([CH:1]=[CH:2][CH2:3][CH2:4][CH2:5][CH3:6])([CH2:12][CH3:13])([CH2:10][CH3:11])[CH2:8][CH3:9]. The yield is 0.0500.